Dataset: Full USPTO retrosynthesis dataset with 1.9M reactions from patents (1976-2016). Task: Predict the reactants needed to synthesize the given product. Given the product [C:1]([O:5][C:6]([N:8]1[CH2:14][CH2:13][CH2:12][N:11]([C:15](=[O:26])[C:16]2[CH:21]=[C:20]([CH:22]([O:27][C:28]3[CH:32]=[CH:31][S:30][C:29]=3[C:33](=[O:34])[NH2:35])[CH3:23])[CH:19]=[CH:18][C:17]=2[F:25])[CH2:10][CH2:9]1)=[O:7])([CH3:4])([CH3:3])[CH3:2], predict the reactants needed to synthesize it. The reactants are: [C:1]([O:5][C:6]([N:8]1[CH2:14][CH2:13][CH2:12][N:11]([C:15](=[O:26])[C:16]2[CH:21]=[C:20]([CH:22](Cl)[CH3:23])[CH:19]=[CH:18][C:17]=2[F:25])[CH2:10][CH2:9]1)=[O:7])([CH3:4])([CH3:3])[CH3:2].[OH:27][C:28]1[CH:32]=[CH:31][S:30][C:29]=1[C:33]([NH2:35])=[O:34].C(=O)([O-])[O-].[K+].[K+].